This data is from NCI-60 drug combinations with 297,098 pairs across 59 cell lines. The task is: Regression. Given two drug SMILES strings and cell line genomic features, predict the synergy score measuring deviation from expected non-interaction effect. (1) Drug 2: C1CN(P(=O)(OC1)NCCCl)CCCl. Drug 1: C1=CC(=CC=C1CC(C(=O)O)N)N(CCCl)CCCl.Cl. Synergy scores: CSS=0.637, Synergy_ZIP=-2.43, Synergy_Bliss=-0.134, Synergy_Loewe=-14.9, Synergy_HSA=-1.49. Cell line: NCIH23. (2) Drug 1: C1=C(C(=O)NC(=O)N1)F. Drug 2: CCC1=C2N=C(C=C(N2N=C1)NCC3=C[N+](=CC=C3)[O-])N4CCCCC4CCO. Cell line: T-47D. Synergy scores: CSS=30.0, Synergy_ZIP=-1.65, Synergy_Bliss=-0.593, Synergy_Loewe=-3.14, Synergy_HSA=4.09.